From a dataset of Full USPTO retrosynthesis dataset with 1.9M reactions from patents (1976-2016). Predict the reactants needed to synthesize the given product. (1) Given the product [NH2:17][C:16]1[N:15]=[CH:14][N:13]=[C:12]2[N:8]([C:5]3[CH:6]=[CH:7][C:2]([CH:19]([CH2:20][CH3:21])[C:18]([NH2:26])=[O:23])=[CH:3][CH:4]=3)[N:9]=[CH:10][C:11]=12, predict the reactants needed to synthesize it. The reactants are: N[C:2]1[CH:7]=[CH:6][C:5]([N:8]2[C:12]3=[N:13][CH:14]=[N:15][C:16]([NH2:17])=[C:11]3[CH:10]=[N:9]2)=[CH:4][CH:3]=1.[C:18]([OH:23])(=O)[CH2:19][CH2:20][CH3:21].Cl.C[N:26](C)CCCN=C=NCC.ON1C2C=CC=CC=2N=N1. (2) Given the product [CH:11]([N:14]([CH:15]([CH3:17])[CH3:16])[C:2]1[CH:10]=[CH:9][CH:8]=[CH:7][C:3]=1[C:4]([OH:6])=[O:5])([CH3:13])[CH3:12], predict the reactants needed to synthesize it. The reactants are: F[C:2]1[CH:10]=[CH:9][CH:8]=[CH:7][C:3]=1[C:4]([OH:6])=[O:5].[CH:11]([N-:14][CH:15]([CH3:17])[CH3:16])([CH3:13])[CH3:12].[Li+]. (3) The reactants are: [N:1]([C@@H:4]1[CH2:9][CH2:8][O:7][CH2:6][C@@H:5]1[NH:10][C:11](=[O:17])[O:12][C:13]([CH3:16])([CH3:15])[CH3:14])=[N+]=[N-]. Given the product [NH2:1][C@@H:4]1[CH2:9][CH2:8][O:7][CH2:6][C@@H:5]1[NH:10][C:11](=[O:17])[O:12][C:13]([CH3:15])([CH3:14])[CH3:16], predict the reactants needed to synthesize it. (4) The reactants are: [NH2:1][C:2]1[C:3]2[C:10](I)=[CH:9][N:8]([C@@H:12]3[CH2:15][C@H:14]([C:16]([NH2:18])=[O:17])[CH2:13]3)[C:4]=2[N:5]=[CH:6][N:7]=1.[C:19]1([C:25]2[CH:34]=[CH:33][C:32]3[C:27](=[CH:28][C:29](B4OC(C)(C)C(C)(C)C4)=[CH:30][CH:31]=3)[N:26]=2)[CH:24]=[CH:23][CH:22]=[CH:21][CH:20]=1.C([O-])([O-])=O.[Na+].[Na+].CN(C=O)C. Given the product [NH2:1][C:2]1[C:3]2[C:10]([C:29]3[CH:28]=[C:27]4[C:32]([CH:33]=[CH:34][C:25]([C:19]5[CH:24]=[CH:23][CH:22]=[CH:21][CH:20]=5)=[N:26]4)=[CH:31][CH:30]=3)=[CH:9][N:8]([C@@H:12]3[CH2:15][C@H:14]([C:16]([NH2:18])=[O:17])[CH2:13]3)[C:4]=2[N:5]=[CH:6][N:7]=1, predict the reactants needed to synthesize it.